From a dataset of Forward reaction prediction with 1.9M reactions from USPTO patents (1976-2016). Predict the product of the given reaction. Given the reactants C1(C2OC3C=C(N[C:23]4[CH:28]=[CH:27][C:26]([C:29]5[CH:34]=[CH:33][N:32]=[CH:31][CH:30]=5)=[CH:25][CH:24]=4)C=CC=3C=2C2C=CC=CC=2)C=CC=CC=1.[I:35]C1C=CC=CC=1, predict the reaction product. The product is: [I:35][C:23]1[CH:28]=[CH:27][C:26]([C:29]2[CH:34]=[CH:33][N:32]=[CH:31][CH:30]=2)=[CH:25][CH:24]=1.